From a dataset of Full USPTO retrosynthesis dataset with 1.9M reactions from patents (1976-2016). Predict the reactants needed to synthesize the given product. (1) Given the product [C:1]([C:5]1[C:19]([OH:20])=[C:18]([CH2:31][CH:26]=[CH2:27])[C:8]2[CH2:9][C:10]3([O:17][C:7]=2[CH:6]=1)[CH2:16][CH2:15][CH2:14][CH2:13][CH2:12][CH2:11]3)([CH3:4])([CH3:2])[CH3:3], predict the reactants needed to synthesize it. The reactants are: [C:1]([C:5]1[C:19]([O:20]CC=C)=[CH:18][C:8]2[CH2:9][C:10]3([O:17][C:7]=2[CH:6]=1)[CH2:16][CH2:15][CH2:14][CH2:13][CH2:12][CH2:11]3)([CH3:4])([CH3:3])[CH3:2].CN(C)[C:26]1[CH:31]=CC=C[CH:27]=1. (2) Given the product [CH:1]1([CH2:5][C:6]2[N:7]=[C:8]([C:17]3[N:22]=[C:21]([CH2:23][C:24]([CH3:30])([CH3:31])[C:25]([O:27][CH2:28][CH3:29])=[O:26])[CH:20]=[CH:19][CH:18]=3)[S:9][CH:10]=2)[CH2:4][CH2:3][CH2:2]1, predict the reactants needed to synthesize it. The reactants are: [CH:1]1([CH2:5][C:6]2[N:7]=[CH:8][S:9][CH:10]=2)[CH2:4][CH2:3][CH2:2]1.[Li]CCCC.Br[C:17]1[N:22]=[C:21]([CH2:23][C:24]([CH3:31])([CH3:30])[C:25]([O:27][CH2:28][CH3:29])=[O:26])[CH:20]=[CH:19][CH:18]=1. (3) The reactants are: [CH2:1]=[CH:2][C:3]1[CH:8]=[CH:7][CH:6]=[CH:5][CH:4]=1.C([Li])CCC.C=CC=C.C([Mg]CCCC)CCC. Given the product [CH2:1]=[CH:2][CH:3]=[CH2:4].[CH2:1]=[CH:2][C:3]1[CH:8]=[CH:7][CH:6]=[CH:5][CH:4]=1, predict the reactants needed to synthesize it. (4) Given the product [F:1][C:2]1[CH:3]=[C:4]([C:20]2[CH:25]=[CH:24][C:23]([C:26]3[C:35]4[C:30](=[CH:31][C:32]([S:36]([NH:39][C:40]5[S:41][CH:42]=[N:43][N:44]=5)(=[O:37])=[O:38])=[CH:33][CH:34]=4)[CH:29]=[CH:28][N:27]=3)=[C:22]([O:45][CH3:46])[CH:21]=2)[C:5]([O:8][CH3:9])=[N:6][CH:7]=1, predict the reactants needed to synthesize it. The reactants are: [F:1][C:2]1[CH:3]=[C:4](B2OC(C)(C)C(C)(C)O2)[C:5]([O:8][CH3:9])=[N:6][CH:7]=1.Cl[C:20]1[CH:25]=[CH:24][C:23]([C:26]2[C:35]3[C:30](=[CH:31][C:32]([S:36]([NH:39][C:40]4[S:41][CH:42]=[N:43][N:44]=4)(=[O:38])=[O:37])=[CH:33][CH:34]=3)[CH:29]=[CH:28][N:27]=2)=[C:22]([O:45][CH3:46])[CH:21]=1.P([O-])([O-])([O-])=O.[K+].[K+].[K+].Cl. (5) Given the product [Br:1][C:2]1[CH:7]=[CH:6][C:5]([O:8][CH:9]2[CH2:14][CH2:13][N:12]([C:22]([O:24][CH2:25][C:26]([O:28][CH2:29][CH3:30])=[O:27])=[O:21])[CH2:11][CH2:10]2)=[CH:4][CH:3]=1, predict the reactants needed to synthesize it. The reactants are: [Br:1][C:2]1[CH:7]=[CH:6][C:5]([O:8][CH:9]2[CH2:14][CH2:13][NH:12][CH2:11][CH2:10]2)=[CH:4][CH:3]=1.C1([O:21][C:22]([O:24][CH2:25][C:26]([O:28][CH2:29][CH3:30])=[O:27])=O)C=CC=CC=1. (6) Given the product [CH3:16][N:17]([C:9]([O:11][C:12]([CH3:13])([CH3:14])[CH3:15])=[O:10])[CH2:18][CH2:19]/[CH:20]=[CH:21]/[C:22]1[CH:23]=[N:24][CH:25]=[CH:26][CH:27]=1, predict the reactants needed to synthesize it. The reactants are: [C:9](O[C:9]([O:11][C:12]([CH3:15])([CH3:14])[CH3:13])=[O:10])([O:11][C:12]([CH3:15])([CH3:14])[CH3:13])=[O:10].[CH3:16][NH:17][CH2:18][CH2:19]/[CH:20]=[CH:21]/[C:22]1[CH:23]=[N:24][CH:25]=[CH:26][CH:27]=1. (7) Given the product [CH3:30][N:21]1[CH2:20][CH2:19][C:17]2[N:18]=[C:13]([NH:12][C:9]3[CH:8]=[CH:7][C:6]([C:5]4[O:1][CH:2]=[N:3][CH:4]=4)=[CH:11][CH:10]=3)[N:14]=[C:15]([NH:23][CH2:24][C@@H:25]3[CH2:29][CH2:28][CH2:27][O:26]3)[C:16]=2[CH2:22]1, predict the reactants needed to synthesize it. The reactants are: [O:1]1[C:5]([C:6]2[CH:11]=[CH:10][C:9]([NH:12][C:13]3[N:14]=[C:15]([NH:23][CH2:24][C@@H:25]4[CH2:29][CH2:28][CH2:27][O:26]4)[C:16]4[CH2:22][NH:21][CH2:20][CH2:19][C:17]=4[N:18]=3)=[CH:8][CH:7]=2)=[CH:4][N:3]=[CH:2]1.[C:30](O)(=O)C.C=O.C([BH3-])#N.[Na+]. (8) Given the product [CH2:25]([O:27][C:28](=[O:29])[C:30]1[CH:35]=[CH:34][C:33]([C:19]2[CH:18]=[C:17]([C:11]([OH:16])([C:12]([F:15])([F:14])[F:13])[CH:10]([C:3]3[CH:4]=[CH:5][C:6]([O:8][CH3:9])=[CH:7][C:2]=3[Cl:1])[CH3:24])[CH:22]=[CH:21][N:20]=2)=[CH:32][CH:31]=1)[CH3:26], predict the reactants needed to synthesize it. The reactants are: [Cl:1][C:2]1[CH:7]=[C:6]([O:8][CH3:9])[CH:5]=[CH:4][C:3]=1[CH:10]([CH3:24])[C:11]([C:17]1[CH:22]=[CH:21][N:20]=[C:19](I)[CH:18]=1)([OH:16])[C:12]([F:15])([F:14])[F:13].[CH2:25]([O:27][C:28]([C:30]1[CH:35]=[CH:34][C:33](B(O)O)=[CH:32][CH:31]=1)=[O:29])[CH3:26].O.C([O-])([O-])=O.[Na+].[Na+].